Dataset: Forward reaction prediction with 1.9M reactions from USPTO patents (1976-2016). Task: Predict the product of the given reaction. Given the reactants C([O:8][C:9]([C:11]1[CH:12]=[C:13]2[C:18](=[CH:19][CH:20]=1)[N:17]=[C:16]([NH2:21])[CH:15]=[CH:14]2)=[O:10])C1C=CC=CC=1.CC(O)C.[OH-].[K+:27], predict the reaction product. The product is: [K+:27].[NH2:21][C:16]1[CH:15]=[CH:14][C:13]2[C:18](=[CH:19][CH:20]=[C:11]([C:9]([O-:10])=[O:8])[CH:12]=2)[N:17]=1.